From a dataset of Catalyst prediction with 721,799 reactions and 888 catalyst types from USPTO. Predict which catalyst facilitates the given reaction. (1) Reactant: [CH3:1]O[C:3]1[CH:8]=[C:7]([C:1](F)(F)F)[CH:6]=[CH:5][C:4]=1[C:3]1[CH:8]=[CH:7][CH:6]=[C:5]2[C:4]=1C=CC=C2CCN.[C:26](NC(N[C:26]([O:28][C:29](C)(C)[CH3:32])=[O:27])=NS(C(F)(F)F)(=O)=O)([O:28][C:29]([CH3:32])(C)C)=[O:27].CCN(CC)CC. Product: [CH3:32][CH2:29][O:28][C:26]([CH3:1])=[O:27].[CH3:7][CH2:8][CH2:3][CH2:4][CH2:5][CH3:6]. The catalyst class is: 2. (2) Product: [CH3:1][C@H:2]([C@H:6]([CH3:10])[CH2:7][CH2:8][CH3:9])[C:3]([Cl:12])=[O:4]. The catalyst class is: 4. Reactant: [CH3:1][C@H:2]([C@H:6]([CH3:10])[CH2:7][CH2:8][CH3:9])[C:3](O)=[O:4].[Cl-].[Cl:12]C=[N+](C)C.